From a dataset of Forward reaction prediction with 1.9M reactions from USPTO patents (1976-2016). Predict the product of the given reaction. (1) Given the reactants [F:1][C:2]1[CH:3]=[C:4]([CH:26]=[CH:27][CH:28]=1)[O:5][C:6]1[CH:11]=[CH:10][C:9]([NH:12][C:13]2[C:14]3[C:24](=[O:25])[NH:23][CH:22]=[CH:21][C:15]=3[N:16]=[C:17]([S:19][CH3:20])[N:18]=2)=[CH:8][CH:7]=1.[Br:29]N1C(=O)CCC1=O, predict the reaction product. The product is: [Br:29][C:21]1[C:15]2[N:16]=[C:17]([S:19][CH3:20])[N:18]=[C:13]([NH:12][C:9]3[CH:8]=[CH:7][C:6]([O:5][C:4]4[CH:26]=[CH:27][CH:28]=[C:2]([F:1])[CH:3]=4)=[CH:11][CH:10]=3)[C:14]=2[C:24](=[O:25])[NH:23][CH:22]=1. (2) Given the reactants [CH:1]([N:4]1[C:8]([C:9]2[N:18]=[C:17]3[N:11]([CH2:12][CH2:13][O:14][C:15]4[CH:22]=[C:21]([CH:23]5[CH2:28][CH2:27][N:26]([C:29]([CH3:33])([CH3:32])[C:30]#[N:31])[CH2:25][CH2:24]5)[CH:20]=[CH:19][C:16]=43)[CH:10]=2)=[N:7][C:6]([CH3:34])=[N:5]1)([CH3:3])[CH3:2].S(=O)(=O)(O)[OH:36], predict the reaction product. The product is: [CH:1]([N:4]1[C:8]([C:9]2[N:18]=[C:17]3[C:16]4[CH:19]=[CH:20][C:21]([CH:23]5[CH2:28][CH2:27][N:26]([C:29]([CH3:32])([CH3:33])[C:30]([NH2:31])=[O:36])[CH2:25][CH2:24]5)=[CH:22][C:15]=4[O:14][CH2:13][CH2:12][N:11]3[CH:10]=2)=[N:7][C:6]([CH3:34])=[N:5]1)([CH3:3])[CH3:2]. (3) Given the reactants C(N1CCCC1)C1C=CC=CC=1.[CH2:13]([N:20]1[CH2:24][CH2:23][CH:22]([OH:25])[CH2:21]1)[C:14]1[CH:19]=[CH:18][CH:17]=[CH:16][CH:15]=1.CCCCCCCC.CCCCCCCCCC, predict the reaction product. The product is: [CH2:13]([N:20]1[CH2:24][CH2:23][C@@H:22]([OH:25])[CH2:21]1)[C:14]1[CH:15]=[CH:16][CH:17]=[CH:18][CH:19]=1. (4) Given the reactants [C@@H:1]1([N:9]2[C:18]3[N:17]=[CH:16][N:15]=[C:13]([NH2:14])[C:12]=3[N:11]=[CH:10]2)[O:8][C@H:5]([CH2:6][OH:7])[C@@H:3]([OH:4])[CH2:2]1.[Br:19]Br.S(S([O-])=O)([O-])(=O)=O.[Na+].[Na+].[OH-].[Na+], predict the reaction product. The product is: [Br:19][C:10]1[N:9]([C:18]2[N:17]=[CH:16][N:15]=[C:13]([NH2:14])[C:12]=2[N:11]=1)[C@@H:1]1[O:8][C@H:5]([CH2:6][OH:7])[C@@H:3]([OH:4])[CH2:2]1. (5) Given the reactants [B-](F)(F)(F)[C:2]1[CH:11]=[CH:10][C:9]2[C:4](=[CH:5][CH:6]=[CH:7][CH:8]=2)[CH:3]=1.[K+].Br[C:17]1[NH:18][CH:19]=[CH:20][N:21]=1.C([O-])([O-])=O.[K+].[K+], predict the reaction product. The product is: [CH:3]1[C:4]2[C:9](=[CH:8][CH:7]=[CH:6][CH:5]=2)[CH:10]=[CH:11][C:2]=1[C:17]1[NH:18][CH:19]=[CH:20][N:21]=1. (6) Given the reactants [Cl-].[Al+3].[Cl-].[Cl-].[C:5]1([CH3:14])[CH:10]=[CH:9][C:8]([C:11](Cl)=[O:12])=[CH:7][CH:6]=1.[C:15]1([S:21]([N:24]2[CH:28]=[CH:27][CH:26]=[CH:25]2)(=[O:23])=[O:22])[CH:20]=[CH:19][CH:18]=[CH:17][CH:16]=1, predict the reaction product. The product is: [CH3:14][C:5]1[CH:10]=[CH:9][C:8]([C:11]([C:25]2[N:24]([S:21]([C:15]3[CH:20]=[CH:19][CH:18]=[CH:17][CH:16]=3)(=[O:22])=[O:23])[CH:28]=[CH:27][CH:26]=2)=[O:12])=[CH:7][CH:6]=1. (7) Given the reactants [CH:1]([C:3]1[CH:8]=[C:7]([N:9]([CH3:15])[CH2:10][CH:11]2[CH2:13][CH:12]2[CH3:14])[N:6]=[C:5]([N:16]([CH3:21])[S:17]([CH3:20])(=[O:19])=[O:18])[CH:4]=1)=[O:2].[I-].[CH3:23][S+](C)C.[OH-].[K+], predict the reaction product. The product is: [CH3:21][N:16]([C:5]1[CH:4]=[C:3]([CH:1]2[CH2:23][O:2]2)[CH:8]=[C:7]([N:9]([CH3:15])[CH2:10][CH:11]2[CH2:13][CH:12]2[CH3:14])[N:6]=1)[S:17]([CH3:20])(=[O:18])=[O:19].